This data is from Full USPTO retrosynthesis dataset with 1.9M reactions from patents (1976-2016). The task is: Predict the reactants needed to synthesize the given product. (1) Given the product [CH:1]([C:4]1[CH:25]=[CH:24][C:7]([C:8]([C:10]2[CH:15]=[C:14]([O:16][CH2:17][C:18]#[CH:19])[CH:13]=[CH:12][C:11]=2[NH:20][CH2:21][C:22]2[NH:41][N:40]=[N:39][N:23]=2)=[O:9])=[CH:6][CH:5]=1)([CH3:3])[CH3:2], predict the reactants needed to synthesize it. The reactants are: [CH:1]([C:4]1[CH:25]=[CH:24][C:7]([C:8]([C:10]2[CH:15]=[C:14]([O:16][CH2:17][C:18]#[CH:19])[CH:13]=[CH:12][C:11]=2[NH:20][CH2:21][C:22]#[N:23])=[O:9])=[CH:6][CH:5]=1)([CH3:3])[CH3:2].[Sn]([N:39]=[N+:40]=[N-:41])(CCCC)(CCCC)CCCC.[OH-].[K+].CO. (2) Given the product [CH2:2]([S:48]([C:15]1[CH:20]=[C:19]([S:21][C:22]([F:23])([F:25])[F:24])[CH:18]=[CH:17][C:16]=1[C:26]1[N:41]([CH3:42])[C:29]2=[N:30][CH:31]=[C:32]([C:34]([F:40])([F:39])[C:35]([F:36])([F:37])[F:38])[CH:33]=[C:28]2[N:27]=1)(=[O:52])=[O:50])[CH3:11], predict the reactants needed to synthesize it. The reactants are: Cl[C:2]1C=C(C=C[CH:11]=1)C(OO)=O.C(S[C:15]1[CH:20]=[C:19]([S:21][C:22]([F:25])([F:24])[F:23])[CH:18]=[CH:17][C:16]=1[C:26]1[N:41]([CH3:42])[C:29]2=[N:30][CH:31]=[C:32]([C:34]([F:40])([F:39])[C:35]([F:38])([F:37])[F:36])[CH:33]=[C:28]2[N:27]=1)C.C(=O)(O)[O-].[Na+].[S:48]([O-:52])([O-])(=[O:50])=S.[Na+].[Na+]. (3) Given the product [CH3:1][C:2]1[C@@H:19]([O:20][C:21]([C@H:23]([OH:39])[C@@H:24]([NH:31][C:32]([O:34][C:35]([CH3:36])([CH3:37])[CH3:38])=[O:33])[C:25]2[CH:26]=[CH:27][CH:28]=[CH:29][CH:30]=2)=[O:22])[CH2:18][C@:14]2([OH:40])[C:15]([CH3:16])([CH3:17])[C:3]=1[C@@H:4]([OH:58])[C:5]([C@@:7]1([CH3:57])[C@H:12]([C@@H:13]2[O:41][C:42]([C:44]2[CH:49]=[CH:48][CH:47]=[CH:46][CH:45]=2)=[O:43])[C@:11]2([O:52][C:53]([CH3:55])=[O:54])[CH2:50][O:51][C@@H:10]2[CH2:9][C@@H:8]1[OH:56])=[O:6].[CH2:68]([OH:69])[C@H:66]([C@H:64]([C@@H:62]([C@@H:60]([CH2:59][OH:70])[OH:61])[OH:63])[OH:65])[OH:67], predict the reactants needed to synthesize it. The reactants are: [CH3:1][C:2]1[C@@H:19]([O:20][C:21]([C@H:23]([OH:39])[C@@H:24]([NH:31][C:32]([O:34][C:35]([CH3:38])([CH3:37])[CH3:36])=[O:33])[C:25]2[CH:26]=[CH:27][CH:28]=[CH:29][CH:30]=2)=[O:22])[CH2:18][C@:14]2([OH:40])[C:15]([CH3:17])([CH3:16])[C:3]=1[C@@H:4]([OH:58])[C:5]([C@@:7]1([CH3:57])[C@H:12]([C@@H:13]2[O:41][C:42]([C:44]2[CH:45]=[CH:46][CH:47]=[CH:48][CH:49]=2)=[O:43])[C@:11]2([O:52][C:53]([CH3:55])=[O:54])[CH2:50][O:51][C@@H:10]2[CH2:9][C@@H:8]1[OH:56])=[O:6].[CH2:59]([OH:70])[C@H:60]([C@H:62]([C@@H:64]([C@@H:66]([CH2:68][OH:69])[OH:67])[OH:65])[OH:63])[OH:61]. (4) Given the product [C:20]([C:17]1[CH:18]=[C:19]2[C:14](=[CH:15][CH:16]=1)[N:13]([CH2:26][CH2:27][N:28]1[CH2:29][CH2:30][CH2:31][CH2:32]1)[C:12]([C:33]([O:35][CH2:36][CH3:37])=[O:34])=[C:11]2[CH3:10])#[CH:21], predict the reactants needed to synthesize it. The reactants are: ClCCN1CCCC1.Cl.[CH3:10][C:11]1[C:19]2[C:14](=[CH:15][CH:16]=[C:17]([C:20]#[C:21][Si](C)(C)C)[CH:18]=2)[N:13]([CH2:26][CH2:27][N:28]2[CH2:32][CH2:31][CH2:30][CH2:29]2)[C:12]=1[C:33]([O:35][CH2:36][CH3:37])=[O:34].C([O-])([O-])=O.[K+].[K+]. (5) Given the product [CH3:20][S:17]([C:14]1[CH:15]=[CH:16][C:11]([C:9]2[CH:8]=[C:7]([C:21]([F:24])([F:23])[F:22])[N:6]=[C:5]([NH2:25])[N:10]=2)=[CH:12][CH:13]=1)(=[O:19])=[O:18], predict the reactants needed to synthesize it. The reactants are: CS([C:5]1[N:10]=[C:9]([C:11]2[CH:16]=[CH:15][C:14]([S:17]([CH3:20])(=[O:19])=[O:18])=[CH:13][CH:12]=2)[CH:8]=[C:7]([C:21]([F:24])([F:23])[F:22])[N:6]=1)(=O)=O.[NH3:25]. (6) The reactants are: [Cl:1][C:2]1[CH:3]=[CH:4][C:5]([C:28]([F:31])([F:30])[F:29])=[C:6]([CH:27]=1)[CH2:7][N:8]1[CH2:13][CH2:12][NH:11][C:10]2[N:14]=[CH:15][C:16]([C:18]3[CH:19]=[C:20]([CH:24]=[CH:25][CH:26]=3)[C:21]([OH:23])=O)=[CH:17][C:9]1=2.[C:32]1([CH:38]([C:41]2[CH:46]=[CH:45][CH:44]=[CH:43][CH:42]=2)[CH2:39][NH2:40])[CH:37]=[CH:36][CH:35]=[CH:34][CH:33]=1. Given the product [Cl:1][C:2]1[CH:3]=[CH:4][C:5]([C:28]([F:30])([F:31])[F:29])=[C:6]([CH:27]=1)[CH2:7][N:8]1[CH2:13][CH2:12][NH:11][C:10]2[N:14]=[CH:15][C:16]([C:18]3[CH:19]=[C:20]([CH:24]=[CH:25][CH:26]=3)[C:21]([NH:40][CH2:39][CH:38]([C:32]3[CH:37]=[CH:36][CH:35]=[CH:34][CH:33]=3)[C:41]3[CH:46]=[CH:45][CH:44]=[CH:43][CH:42]=3)=[O:23])=[CH:17][C:9]1=2, predict the reactants needed to synthesize it.